Dataset: Reaction yield outcomes from USPTO patents with 853,638 reactions. Task: Predict the reaction yield, written as a fraction of the theoretical maximum amount of product (1.0 means a 100% yield; for example, 0.34 means a 34% yield). (1) The reactants are [Si:1]([O:8][CH2:9][C:10]1[CH:20]=[N:19][C:18]2[C:17]3[S:21][C:22](Br)=[CH:23][C:16]=3[CH2:15][CH2:14][O:13][C:12]=2[CH:11]=1)([C:4]([CH3:7])([CH3:6])[CH3:5])([CH3:3])[CH3:2].O1CCCC1.C([Li])C[CH2:32][CH3:33].Cl[C:36]([O:38]CC)=[O:37]. The catalyst is CCCCCC. The product is [Si:1]([O:8][CH2:9][C:10]1[C:20]([C:36]([OH:38])=[O:37])=[N:19][C:18]2[C:17]3[S:21][C:22]([CH2:32][CH3:33])=[CH:23][C:16]=3[CH2:15][CH2:14][O:13][C:12]=2[CH:11]=1)([C:4]([CH3:7])([CH3:6])[CH3:5])([CH3:3])[CH3:2]. The yield is 0.360. (2) The catalyst is C(OCC)C. The reactants are [F:1][C:2]1[CH:16]=[CH:15][C:5]2[CH2:6][C:7]3[CH:14]=[CH:13][CH:12]=[CH:11][C:8]=3[CH:9]=[CH:10][C:4]=2[CH:3]=1.Cl.Cl.CC([OH:22])C. The product is [F:1][C:2]1[CH:16]=[CH:15][C:5]2[CH2:6][C:7]3[CH:14]=[CH:13][CH:12]=[CH:11][C:8]=3[CH:9]3[O:22][CH:10]3[C:4]=2[CH:3]=1. The yield is 0.430. (3) The product is [F:27][C:28]1[CH:33]=[C:32]([F:34])[CH:31]=[CH:30][C:29]=1[NH:35][C:36]([N:1]1[C:9]2[C:4](=[CH:5][C:6]([O:10][C:11]3[C:20]4[C:15](=[CH:16][C:17]([O:23][CH3:24])=[C:18]([O:21][CH3:22])[CH:19]=4)[N:14]=[CH:13][CH:12]=3)=[CH:7][CH:8]=2)[CH:3]=[CH:2]1)=[O:37]. The yield is 0.589. The reactants are [NH:1]1[C:9]2[C:4](=[CH:5][C:6]([O:10][C:11]3[C:20]4[C:15](=[CH:16][C:17]([O:23][CH3:24])=[C:18]([O:21][CH3:22])[CH:19]=4)[N:14]=[CH:13][CH:12]=3)=[CH:7][CH:8]=2)[CH:3]=[CH:2]1.[H-].[Na+].[F:27][C:28]1[CH:33]=[C:32]([F:34])[CH:31]=[CH:30][C:29]=1[N:35]=[C:36]=[O:37].O. The catalyst is CN(C)C=O.C(OCC)(=O)C. (4) The reactants are [CH2:1]1[C:9]2[C:4](=[CH:5][CH:6]=[CH:7][CH:8]=2)[CH2:3][NH:2]1.[Cl:10][C:11]1[CH:16]=[CH:15][C:14]([N:17]=[C:18]=[O:19])=[C:13]([CH3:20])[CH:12]=1. The catalyst is O1CCOCC1. The product is [Cl:10][C:11]1[CH:16]=[CH:15][C:14]([NH:17][C:18]([N:2]2[CH2:3][C:4]3[C:9](=[CH:8][CH:7]=[CH:6][CH:5]=3)[CH2:1]2)=[O:19])=[C:13]([CH3:20])[CH:12]=1. The yield is 0.940. (5) The reactants are C([O:3][C:4]([C:6]1[CH:7]=[N:8][C:9]2[C:14]([CH:15]=1)=[C:13]([Cl:16])[CH:12]=[C:11]([Cl:17])[C:10]=2[O:18][CH3:19])=O)C.O.[NH2:21][NH2:22]. The catalyst is C(O)C. The product is [Cl:16][C:13]1[CH:12]=[C:11]([Cl:17])[C:10]([O:18][CH3:19])=[C:9]2[C:14]=1[CH:15]=[C:6]([C:4]([NH:21][NH2:22])=[O:3])[CH:7]=[N:8]2. The yield is 0.800. (6) The reactants are [F:1][C:2]1[CH:7]=[CH:6][CH:5]=[CH:4][C:3]=1[C@H:8]1[C:17]2[C:12](=[CH:13][CH:14]=[CH:15][CH:16]=2)[C:11](=[O:18])[CH2:10][CH2:9]1.CCCCCC.CO[CH:27](OC)[N:28]([CH3:30])[CH3:29]. No catalyst specified. The product is [CH3:27][N:28]([CH:30]=[C:10]1[CH2:9][C@@H:8]([C:3]2[CH:4]=[CH:5][CH:6]=[CH:7][C:2]=2[F:1])[C:17]2[C:12](=[CH:13][CH:14]=[CH:15][CH:16]=2)[C:11]1=[O:18])[CH3:29]. The yield is 0.700. (7) The reactants are Br[CH2:2][CH2:3]Br.[Mg].Br[C:7]1[CH:12]=[CH:11][C:10]([O:13][CH3:14])=[CH:9][CH:8]=1.[CH3:15][C:16]1([CH3:30])[O:20][CH2:19][C@@H:18]([CH:21]=[O:22])[N:17]1[C:23]([O:25][C:26](C)(C)C)=[O:24].[CH2:31]1[CH2:35]O[CH2:33][CH2:32]1. The catalyst is S(C)C.[Cu]I. The product is [OH:22][C@H:21]([C:7]1[CH:12]=[CH:11][C:10]([O:13][CH3:14])=[CH:9][CH:8]=1)[C@H:18]1[CH2:19][O:20][C:16]([CH3:30])([CH3:15])[N:17]1[C:23]([O:25][CH2:26][C:3]1[CH:2]=[CH:33][CH:32]=[CH:31][CH:35]=1)=[O:24]. The yield is 0.360. (8) The reactants are [CH3:1][O:2][C:3]1[CH:8]=[CH:7][CH:6]=[CH:5][C:4]=1[C:9]1[C:17]2[C:12](=[N:13][CH:14]=[C:15]([C:18]3[CH:22]=[CH:21][NH:20][N:19]=3)[CH:16]=2)[N:11](S(C2C=CC(C)=CC=2)(=O)=O)[CH:10]=1.CN(C)C=O.[OH-].[K+]. The catalyst is CO. The product is [CH3:1][O:2][C:3]1[CH:8]=[CH:7][CH:6]=[CH:5][C:4]=1[C:9]1[C:17]2[C:12](=[N:13][CH:14]=[C:15]([C:18]3[CH:22]=[CH:21][NH:20][N:19]=3)[CH:16]=2)[NH:11][CH:10]=1. The yield is 0.186.